Dataset: Catalyst prediction with 721,799 reactions and 888 catalyst types from USPTO. Task: Predict which catalyst facilitates the given reaction. (1) Reactant: [S:1]([O:6]C)([O:4]C)(=[O:3])=[O:2].C(=O)([O-])[O-].[K+].[K+].[C:14]([OH:21])(=[O:20])[CH2:15][CH2:16][CH2:17][CH2:18][CH3:19].[C:22]([OH:29])(=[O:28])[CH2:23][CH2:24][CH2:25][CH2:26][CH3:27].[C:30]([OH:37])(=[O:36])[CH2:31][CH2:32][CH2:33][CH2:34][CH3:35].[N:38]([CH2:45][CH2:46]O)([CH2:42][CH2:43]O)[CH2:39][CH2:40]O.[CH2:48]=C. Product: [S:1]([O-:6])([OH:4])(=[O:3])=[O:2].[CH3:48][N+:38]([CH2:45][CH2:46][O:36][C:30]([CH2:31][CH2:32][CH2:33][CH2:34][CH3:35])=[O:37])([CH2:42][CH2:43][O:28][C:22]([CH2:23][CH2:24][CH2:25][CH2:26][CH3:27])=[O:29])[CH2:39][CH2:40][O:20][C:14]([CH2:15][CH2:16][CH2:17][CH2:18][CH3:19])=[O:21]. The catalyst class is: 11. (2) Reactant: [CH3:1][C@H:2]1[CH2:7][N:6]2[C:8]([C:11]3[CH:16]=[N:15][CH:14]=[CH:13][N:12]=3)=[N:9][N:10]=[C:5]2[C:4](=[O:17])[N:3]1C(OC(C)(C)C)=O.FC(F)(F)C(O)=O. Product: [CH3:1][C@H:2]1[CH2:7][N:6]2[C:8]([C:11]3[CH:16]=[N:15][CH:14]=[CH:13][N:12]=3)=[N:9][N:10]=[C:5]2[C:4](=[O:17])[NH:3]1. The catalyst class is: 2. (3) Reactant: CN(C)C=O.[CH2:6]([N:13]1[CH2:18][CH2:17][CH:16]([OH:19])[CH2:15][CH2:14]1)[C:7]1[CH:12]=[CH:11][CH:10]=[CH:9][CH:8]=1.N1C=CN=C1.[Si:25](Cl)([C:28]([CH3:31])([CH3:30])[CH3:29])([CH3:27])[CH3:26]. Product: [CH2:6]([N:13]1[CH2:18][CH2:17][CH:16]([O:19][Si:25]([C:28]([CH3:31])([CH3:30])[CH3:29])([CH3:27])[CH3:26])[CH2:15][CH2:14]1)[C:7]1[CH:8]=[CH:9][CH:10]=[CH:11][CH:12]=1. The catalyst class is: 6. (4) Reactant: C1(P(C2C=CC=CC=2)C2C=CC=CC=2)C=CC=CC=1.[C:20]([Br:24])(Br)(Br)Br.CC#N.[CH2:28]([O:35][C:36]1[CH:41]=[CH:40][C:39]([CH2:42]CO)=[C:38]([N+:45]([O-:47])=[O:46])[CH:37]=1)[C:29]1[CH:34]=[CH:33][CH:32]=[CH:31][CH:30]=1. Product: [CH2:28]([O:35][C:36]1[CH:41]=[CH:40][C:39]([CH2:42][CH2:20][Br:24])=[C:38]([N+:45]([O-:47])=[O:46])[CH:37]=1)[C:29]1[CH:30]=[CH:31][CH:32]=[CH:33][CH:34]=1. The catalyst class is: 521. (5) Reactant: [Cl:1][CH:2]([C:14]1[CH:19]=[CH:18][CH:17]=[CH:16][CH:15]=1)[C:3]([C:5]1[C:13]2[C:8](=[CH:9][CH:10]=[CH:11][CH:12]=2)[NH:7][CH:6]=1)=[O:4].[H-].[Na+].Cl[S:23]([CH:26]1[CH2:31][CH2:30][N:29]([C:32]([O:34][CH2:35][C:36]2[CH:41]=[CH:40][CH:39]=[CH:38][CH:37]=2)=[O:33])[CH2:28][CH2:27]1)(=[O:25])=[O:24].O. Product: [Cl:1][CH:2]([C:14]1[CH:19]=[CH:18][CH:17]=[CH:16][CH:15]=1)[C:3]([C:5]1[C:13]2[C:8](=[CH:9][CH:10]=[CH:11][CH:12]=2)[N:7]([S:23]([CH:26]2[CH2:27][CH2:28][N:29]([C:32]([O:34][CH2:35][C:36]3[CH:41]=[CH:40][CH:39]=[CH:38][CH:37]=3)=[O:33])[CH2:30][CH2:31]2)(=[O:24])=[O:25])[CH:6]=1)=[O:4]. The catalyst class is: 239.